This data is from Full USPTO retrosynthesis dataset with 1.9M reactions from patents (1976-2016). The task is: Predict the reactants needed to synthesize the given product. (1) Given the product [CH:10]1([CH2:9][NH:8][C:6]([C:5]2[CH:13]=[CH:14][C:2]([C:23]3[C:22]([CH3:25])=[CH:21][CH:20]=[C:19]([C:16]([OH:18])=[O:17])[CH:24]=3)=[CH:3][CH:4]=2)=[O:7])[CH2:12][CH2:11]1, predict the reactants needed to synthesize it. The reactants are: Br[C:2]1[CH:14]=[CH:13][C:5]([C:6]([NH:8][CH2:9][CH:10]2[CH2:12][CH2:11]2)=[O:7])=[CH:4][CH:3]=1.B.[C:16]([C:19]1[CH:20]=[C:21](CC(C(O)(C)C)(C)O)[C:22]([CH3:25])=[CH:23][CH:24]=1)([OH:18])=[O:17].C(=O)([O-])[O-].[Na+].[Na+]. (2) Given the product [NH:46]1[CH:45]=[C:44]([C:2]2[CH:3]=[C:4]3[C:9](=[CH:10][CH:11]=2)[N:8]=[C:7]([NH:12][C:13]2[CH:14]=[C:15]([NH:26][C:27](=[O:29])[CH3:28])[CH:16]=[C:17]([CH2:19][N:20]4[CH2:25][CH2:24][O:23][CH2:22][CH2:21]4)[CH:18]=2)[N:6]=[CH:5]3)[CH:48]=[N:47]1, predict the reactants needed to synthesize it. The reactants are: Br[C:2]1[CH:3]=[C:4]2[C:9](=[CH:10][CH:11]=1)[N:8]=[C:7]([NH:12][C:13]1[CH:14]=[C:15]([NH:26][C:27](=[O:29])[CH3:28])[CH:16]=[C:17]([CH2:19][N:20]3[CH2:25][CH2:24][O:23][CH2:22][CH2:21]3)[CH:18]=1)[N:6]=[CH:5]2.C(=O)([O-])[O-].[Na+].[Na+].CC1(C)C(C)(C)OB([C:44]2[CH:45]=[N:46][NH:47][CH:48]=2)O1.C(Cl)Cl. (3) Given the product [C:13]([O:17][C:18]([NH:20][C:21]1([CH2:29][CH2:30][CH2:31][C:32]2[CH:37]=[CH:36][C:35]([O:38][C:39]3[CH:44]=[CH:43][CH:42]=[C:41]([O:45][CH2:51][C:50]4[CH:49]=[C:48]([Cl:47])[CH:55]=[C:54]([Cl:56])[CH:53]=4)[CH:40]=3)=[CH:34][C:33]=2[Cl:46])[CH2:22][O:23][C:24]([CH3:28])([CH3:27])[O:25][CH2:26]1)=[O:19])([CH3:14])([CH3:15])[CH3:16], predict the reactants needed to synthesize it. The reactants are: N(C(OCC)=O)=NC(OCC)=O.[C:13]([O:17][C:18]([NH:20][C:21]1([CH2:29][CH2:30][CH2:31][C:32]2[CH:37]=[CH:36][C:35]([O:38][C:39]3[CH:44]=[CH:43][CH:42]=[C:41]([OH:45])[CH:40]=3)=[CH:34][C:33]=2[Cl:46])[CH2:26][O:25][C:24]([CH3:28])([CH3:27])[O:23][CH2:22]1)=[O:19])([CH3:16])([CH3:15])[CH3:14].[Cl:47][C:48]1[CH:49]=[C:50]([CH:53]=[C:54]([Cl:56])[CH:55]=1)[CH2:51]O.C1(P(C2C=CC=CC=2)C2C=CC=CC=2)C=CC=CC=1. (4) Given the product [NH:1]1[C:9]2[C:4](=[CH:5][C:6]([NH:10][CH:11]3[CH2:16][CH2:15][CH:14]([NH:26][CH2:25][CH2:24][C:21]4[CH:22]=[CH:23][CH:18]=[CH:19][CH:20]=4)[CH2:13][CH2:12]3)=[CH:7][CH:8]=2)[CH:3]=[N:2]1, predict the reactants needed to synthesize it. The reactants are: [NH:1]1[C:9]2[C:4](=[CH:5][C:6]([NH:10][CH:11]3[CH2:16][CH2:15][C:14](=O)[CH2:13][CH2:12]3)=[CH:7][CH:8]=2)[CH:3]=[N:2]1.[CH:18]1[CH:23]=[CH:22][C:21]([CH2:24][CH2:25][NH2:26])=[CH:20][CH:19]=1.C(O[BH-](OC(=O)C)OC(=O)C)(=O)C.[Na+].Cl.CO. (5) Given the product [CH3:28][C:25]1([CH3:29])[CH2:24][O:23][C:22]2=[CH:21][C:18]3[O:19][CH2:20][C:10]4([C:17]=3[CH:27]=[C:26]12)[C:11]1[C:16](=[CH:15][CH:14]=[CH:13][CH:12]=1)[NH:8][C:9]4=[O:30], predict the reactants needed to synthesize it. The reactants are: C1(C(C2C=CC=CC=2)[N:8]2[C:16]3[C:11](=[CH:12][CH:13]=[CH:14][CH:15]=3)[C:10]3([CH2:20][O:19][C:18]4[CH:21]=[C:22]5[C:26](=[CH:27][C:17]3=4)[C:25]([CH3:29])([CH3:28])[CH2:24][O:23]5)[C:9]2=[O:30])C=CC=CC=1.[H][H].